Dataset: Catalyst prediction with 721,799 reactions and 888 catalyst types from USPTO. Task: Predict which catalyst facilitates the given reaction. Reactant: [CH3:1][O:2][C:3]1[CH:8]=[CH:7][C:6]([C:9]2[C:13]3[CH2:14][C:15]4[S:16][C:17]([C:20]5[CH:21]=[C:22]([NH2:26])[CH:23]=[N:24][CH:25]=5)=[CH:18][C:19]=4[C:12]=3[N:11](COCC[Si](C)(C)C)[N:10]=2)=[CH:5][CH:4]=1.[ClH:35]. Product: [ClH:35].[CH3:1][O:2][C:3]1[CH:8]=[CH:7][C:6]([C:9]2[C:13]3[CH2:14][C:15]4[S:16][C:17]([C:20]5[CH:21]=[C:22]([NH2:26])[CH:23]=[N:24][CH:25]=5)=[CH:18][C:19]=4[C:12]=3[NH:11][N:10]=2)=[CH:5][CH:4]=1. The catalyst class is: 5.